This data is from Forward reaction prediction with 1.9M reactions from USPTO patents (1976-2016). The task is: Predict the product of the given reaction. Given the reactants [CH2:1]([NH:8][C:9]1[CH:15]=[C:14]([Cl:16])[CH:13]=[CH:12][C:10]=1[NH2:11])[C:2]1[CH:7]=[CH:6][CH:5]=[CH:4][CH:3]=1.[C:17]([O:21][CH2:22][CH3:23])(=[O:20])[CH:18]=O.II.S([O-])([O-])(=O)=S.[Na+].[Na+], predict the reaction product. The product is: [CH2:1]([N:8]1[C:9]2[CH:15]=[C:14]([Cl:16])[CH:13]=[CH:12][C:10]=2[N:11]=[C:18]1[C:17]([O:21][CH2:22][CH3:23])=[O:20])[C:2]1[CH:3]=[CH:4][CH:5]=[CH:6][CH:7]=1.